Predict the reactants needed to synthesize the given product. From a dataset of Full USPTO retrosynthesis dataset with 1.9M reactions from patents (1976-2016). (1) Given the product [F:34][C:35]([F:40])([F:39])[C:36]([OH:38])=[O:37].[NH2:15][C:16]1[N:17]=[C:18]([NH:23][CH2:24][CH2:25][NH2:26])[S:19][C:20]=1[C:21]#[N:22], predict the reactants needed to synthesize it. The reactants are: Cl.Cl.NCCNC1C=CC(C#N)=CN=1.[NH2:15][C:16]1[N:17]=[C:18]([NH:23][CH2:24][CH2:25][NH:26]C(=O)OC(C)(C)C)[S:19][C:20]=1[C:21]#[N:22].[F:34][C:35]([F:40])([F:39])[C:36]([OH:38])=[O:37]. (2) Given the product [OH:8][C:9]1[C:10]2[N:11]([C:15]([C:19]([NH:21][C@H:22]([CH2:25][CH2:26][CH2:27][CH3:28])[CH2:23][OH:24])=[O:20])=[C:16]([CH3:18])[N:17]=2)[CH:12]=[CH:13][CH:14]=1, predict the reactants needed to synthesize it. The reactants are: C([O:8][C:9]1[C:10]2[N:11]([C:15]([C:19]([NH:21][C@H:22]([CH2:25][CH2:26][CH2:27][CH3:28])[CH2:23][OH:24])=[O:20])=[C:16]([CH3:18])[N:17]=2)[CH:12]=[CH:13][CH:14]=1)C1C=CC=CC=1.[H][H]. (3) Given the product [N:5]1[C:6]2[CH:15]=[C:14]3[N:8]([C:7]=2[C:2](=[O:1])[NH:3][CH:4]=1)[CH2:9][CH2:10][CH2:11][CH2:12][CH2:13]3, predict the reactants needed to synthesize it. The reactants are: [O:1]=[C:2]1[C:7]2[N:8]3[C:14](=[C:15](C#N)[C:6]=2[N:5]=[CH:4][NH:3]1)[CH2:13][CH2:12][CH2:11][CH2:10][CH2:9]3.[OH-].[Na+].